This data is from Peptide-MHC class I binding affinity with 185,985 pairs from IEDB/IMGT. The task is: Regression. Given a peptide amino acid sequence and an MHC pseudo amino acid sequence, predict their binding affinity value. This is MHC class I binding data. (1) The peptide sequence is AAAKTPVIV. The MHC is HLA-A68:02 with pseudo-sequence HLA-A68:02. The binding affinity (normalized) is 0.297. (2) The peptide sequence is LPGPSDTPI. The MHC is HLA-B35:01 with pseudo-sequence HLA-B35:01. The binding affinity (normalized) is 0.231. (3) The peptide sequence is RLGLVLDDYK. The MHC is HLA-A31:01 with pseudo-sequence HLA-A31:01. The binding affinity (normalized) is 0.288. (4) The peptide sequence is NWDWGVFFK. The MHC is HLA-B15:01 with pseudo-sequence HLA-B15:01. The binding affinity (normalized) is 0.0847. (5) The peptide sequence is IFHFFLFLL. The MHC is HLA-A23:01 with pseudo-sequence HLA-A23:01. The binding affinity (normalized) is 0.595.